Dataset: Reaction yield outcomes from USPTO patents with 853,638 reactions. Task: Predict the reaction yield, written as a fraction of the theoretical maximum amount of product (1.0 means a 100% yield; for example, 0.34 means a 34% yield). (1) The reactants are [Br:1][C:2]1[CH:7]=[C:6]([F:8])[CH:5]=[CH:4][C:3]=1[C@H:9]1[C:14]([C:15]([O:17][C@H:18]([CH3:24])[C:19]([O:21][CH2:22][CH3:23])=[O:20])=[O:16])=[C:13]([CH3:25])[NH:12][C:11]([C:26]2[S:27][CH:28]=[CH:29][N:30]=2)=[N:10]1.C1C(=O)N([Br:38])C(=O)C1. The catalyst is ClC(Cl)(Cl)Cl. The product is [Br:1][C:2]1[CH:7]=[C:6]([F:8])[CH:5]=[CH:4][C:3]=1[C@H:9]1[C:14]([C:15]([O:17][C@H:18]([CH3:24])[C:19]([O:21][CH2:22][CH3:23])=[O:20])=[O:16])=[C:13]([CH2:25][Br:38])[NH:12][C:11]([C:26]2[S:27][CH:28]=[CH:29][N:30]=2)=[N:10]1. The yield is 0.650. (2) The product is [C:14]([O:13][C:11]([N:18]1[CH2:23][CH2:22][CH:21]([O:24][C:2]2[CH:7]=[CH:6][C:5]([N+:8]([O-:10])=[O:9])=[CH:4][CH:3]=2)[CH2:20][CH2:19]1)=[O:12])([CH3:17])([CH3:15])[CH3:16]. The reactants are F[C:2]1[CH:7]=[CH:6][C:5]([N+:8]([O-:10])=[O:9])=[CH:4][CH:3]=1.[C:11]([N:18]1[CH2:23][CH2:22][CH:21]([OH:24])[CH2:20][CH2:19]1)([O:13][C:14]([CH3:17])([CH3:16])[CH3:15])=[O:12].[H-].[Na+]. The yield is 0.780. The catalyst is C1COCC1. (3) The reactants are [OH:1][C@@H:2]([CH2:6][C:7]1[CH:12]=[CH:11][CH:10]=[CH:9][CH:8]=1)[C:3]([OH:5])=[O:4].O.[C:14]1(C)C=CC(S(O)(=O)=O)=CC=1.O. The catalyst is CO. The product is [OH:1][C@@H:2]([CH2:6][C:7]1[CH:12]=[CH:11][CH:10]=[CH:9][CH:8]=1)[C:3]([O:5][CH3:14])=[O:4]. The yield is 0.980. (4) The catalyst is N1C=CC=CC=1. The yield is 0.880. The product is [N+:1]([C:4]1[CH:13]=[C:12]2[C:7]([CH2:8][CH2:9][CH2:10][C:11]2=[N:15][OH:16])=[CH:6][CH:5]=1)([O-:3])=[O:2]. The reactants are [N+:1]([C:4]1[CH:13]=[C:12]2[C:7]([CH2:8][CH2:9][CH2:10][C:11]2=O)=[CH:6][CH:5]=1)([O-:3])=[O:2].[NH2:15][OH:16]. (5) The reactants are [CH3:1][O:2][C:3]1[CH:29]=[CH:28][C:6]([CH2:7][N:8]2[C:12]3=[N:13][CH:14]=[CH:15][C:16]([O:17][C:18]4[C:23]([F:24])=[CH:22][C:21]([NH2:25])=[C:20]([Cl:26])[CH:19]=4)=[C:11]3[C:10](I)=[N:9]2)=[CH:5][CH:4]=1.[NH2:30][CH:31]1[CH2:36][CH2:35][N:34]([CH3:37])[CH2:33][CH2:32]1.C([O-])([O-])=O.[K+].[K+].N1CCC[C@H]1C(O)=O. The catalyst is CS(C)=O.C(Cl)Cl.O. The product is [CH3:1][O:2][C:3]1[CH:29]=[CH:28][C:6]([CH2:7][N:8]2[C:12]3=[N:13][CH:14]=[CH:15][C:16]([O:17][C:18]4[CH:19]=[C:20]([Cl:26])[C:21]([NH2:25])=[CH:22][C:23]=4[F:24])=[C:11]3[C:10]([NH:30][CH:31]3[CH2:36][CH2:35][N:34]([CH3:37])[CH2:33][CH2:32]3)=[N:9]2)=[CH:5][CH:4]=1. The yield is 0.667. (6) The reactants are Br[C:2]1[CH:3]=[C:4]2[CH:10]=[CH:9][N:8]([C:11]3[N:15]([CH3:16])[N:14]=[C:13]([CH3:17])[C:12]=3/[CH:18]=[CH:19]/[C:20]([NH:22][S:23]([NH:26][CH2:27][CH2:28][CH2:29][CH3:30])(=[O:25])=[O:24])=[O:21])[C:5]2=[N:6][CH:7]=1.[CH:31]1(B(O)O)[CH2:33][CH2:32]1.C(=O)([O-])[O-].[Na+].[Na+].COCCOC. The catalyst is C1C=CC([P]([Pd]([P](C2C=CC=CC=2)(C2C=CC=CC=2)C2C=CC=CC=2)([P](C2C=CC=CC=2)(C2C=CC=CC=2)C2C=CC=CC=2)[P](C2C=CC=CC=2)(C2C=CC=CC=2)C2C=CC=CC=2)(C2C=CC=CC=2)C2C=CC=CC=2)=CC=1.O. The product is [CH2:27]([NH:26][S:23]([NH:22][C:20](=[O:21])/[CH:19]=[CH:18]/[C:12]1[C:13]([CH3:17])=[N:14][N:15]([CH3:16])[C:11]=1[N:8]1[C:5]2=[N:6][CH:7]=[C:2]([CH:31]3[CH2:33][CH2:32]3)[CH:3]=[C:4]2[CH:10]=[CH:9]1)(=[O:25])=[O:24])[CH2:28][CH2:29][CH3:30]. The yield is 0.340. (7) The reactants are [N:1]1([CH2:7][C:8]2[CH:15]=[CH:14][C:11]([C:12]#[N:13])=[CH:10][CH:9]=2)[CH2:6][CH2:5][CH2:4][CH2:3][CH2:2]1.Cl.CCOCC. The catalyst is [Pd].CO. The product is [N:1]1([CH2:7][C:8]2[CH:9]=[CH:10][C:11]([CH2:12][NH2:13])=[CH:14][CH:15]=2)[CH2:2][CH2:3][CH2:4][CH2:5][CH2:6]1. The yield is 0.900. (8) The reactants are [CH:1]([C@@H:4]1[C:9](=[O:10])[N:8]([C:11]2[CH:16]=[C:15](SC)[C:14]([C:19]([O:21][CH3:22])=[O:20])=[CH:13][C:12]=2[N+:23]([O-:25])=[O:24])[CH2:7][CH2:6][N:5]1[C:26]([O:28][C:29]([CH3:32])([CH3:31])[CH3:30])=[O:27])([CH3:3])[CH3:2].[CH:33]1C=C(Cl)C=C(C(OO)=O)C=1.[O-:44][S:45]([O-:48])(=S)=O.[Na+].[Na+]. The catalyst is C(Cl)Cl. The product is [CH:1]([C@@H:4]1[C:9](=[O:10])[N:8]([C:11]2[CH:16]=[C:15]([S:45]([CH3:33])(=[O:48])=[O:44])[C:14]([C:19]([O:21][CH3:22])=[O:20])=[CH:13][C:12]=2[N+:23]([O-:25])=[O:24])[CH2:7][CH2:6][N:5]1[C:26]([O:28][C:29]([CH3:32])([CH3:30])[CH3:31])=[O:27])([CH3:3])[CH3:2]. The yield is 0.854.